Dataset: Reaction yield outcomes from USPTO patents with 853,638 reactions. Task: Predict the reaction yield, written as a fraction of the theoretical maximum amount of product (1.0 means a 100% yield; for example, 0.34 means a 34% yield). (1) The reactants are [Cl:1][C:2]1[C:11]([N:12]2[CH:16]=[CH:15][CH:14]=[N:13]2)=[CH:10][CH:9]=[CH:8][C:3]=1[C:4](OC)=[O:5].[NH3:17]. The catalyst is CO. The product is [Cl:1][C:2]1[C:11]([N:12]2[CH:16]=[CH:15][CH:14]=[N:13]2)=[CH:10][CH:9]=[CH:8][C:3]=1[C:4]([NH2:17])=[O:5]. The yield is 0.510. (2) The reactants are [CH3:1][C:2]1([CH3:12])[C:10]2[C:5](=[CH:6][CH:7]=[CH:8][CH:9]=2)[C:4](=[O:11])[NH:3]1.[N+:13]([O-])([O-:15])=[O:14].[K+]. The catalyst is S(=O)(=O)(O)O. The product is [CH3:1][C:2]1([CH3:12])[C:10]2[C:5](=[CH:6][C:7]([N+:13]([O-:15])=[O:14])=[CH:8][CH:9]=2)[C:4](=[O:11])[NH:3]1. The yield is 0.910. (3) The reactants are [CH3:1][C:2]1[CH:14]=[C:13]([S:15][CH2:16][C:17]2[S:21][C:20]([C:22]3[CH:27]=[CH:26][C:25]([C:28]([F:31])([F:30])[F:29])=[CH:24][CH:23]=3)=[N:19][C:18]=2[CH3:32])[CH:12]=[CH:11][C:3]=1[O:4][CH2:5][C:6]([O:8]CC)=[O:7].[OH-].[Na+].Cl. The catalyst is C(O)C. The product is [CH3:1][C:2]1[CH:14]=[C:13]([S:15][CH2:16][C:17]2[S:21][C:20]([C:22]3[CH:23]=[CH:24][C:25]([C:28]([F:31])([F:29])[F:30])=[CH:26][CH:27]=3)=[N:19][C:18]=2[CH3:32])[CH:12]=[CH:11][C:3]=1[O:4][CH2:5][C:6]([OH:8])=[O:7]. The yield is 0.988. (4) The yield is 1.00. The reactants are O[C:2]1[C:7]([N+]([O-])=O)=[CH:6][C:5]([F:11])=[CH:4][N:3]=1.[OH:12][C:13]1C=CC(F)=CN=1.NC1C=CC(OC)=NC=1. No catalyst specified. The product is [CH3:13][O:12][C:4]1[C:5]([F:11])=[CH:6][CH:7]=[CH:2][N:3]=1. (5) The reactants are [CH:1]1[CH:2]=[CH:3][C:4]2[NH:9][C:8]([OH:10])=[C:7]([C:11]3[C:19](=O)[C:18]4[CH:17]=[CH:16][CH:15]=[CH:14][C:13]=4[N:12]=3)[C:5]=2[CH:6]=1.Cl.[NH2:22][OH:23].[OH-].[K+].O. The catalyst is C(O)C.C(O)(=O)C. The product is [CH:1]1[CH:2]=[CH:3][C:4]2[NH:9][C:8]([OH:10])=[C:7]([C:11]3[NH:12][C:13]4[CH:14]=[CH:15][CH:16]=[CH:17][C:18]=4[C:19]=3[N:22]=[O:23])[C:5]=2[CH:6]=1. The yield is 0.789. (6) The reactants are Cl[C:2]1[N:7]=[CH:6][N:5]=[C:4]2[N:8]([CH:11]3[CH2:16][CH2:15][CH:14]([C:17]4[O:21][N:20]=[C:19]([CH:22]([CH3:24])[CH3:23])[N:18]=4)[CH2:13][CH2:12]3)[N:9]=[CH:10][C:3]=12.[OH:25][C:26]1[C:27]([CH3:32])=[N:28][CH:29]=[CH:30][CH:31]=1.C(=O)([O-])[O-].[K+].[K+]. The yield is 0.760. The product is [CH:22]([C:19]1[N:18]=[C:17]([CH:14]2[CH2:15][CH2:16][CH:11]([N:8]3[C:4]4=[N:5][CH:6]=[N:7][C:2]([O:25][C:26]5[C:27]([CH3:32])=[N:28][CH:29]=[CH:30][CH:31]=5)=[C:3]4[CH:10]=[N:9]3)[CH2:12][CH2:13]2)[O:21][N:20]=1)([CH3:24])[CH3:23]. No catalyst specified. (7) The reactants are [C:1]([C:9]1[C:10]2[CH2:21][CH2:20][CH2:19][CH2:18][C:11]=2[S:12][C:13]=1[NH:14][C:15](=[O:17])[CH3:16])(=[O:8])[C:2]1[CH:7]=[CH:6][CH:5]=[CH:4][CH:3]=1. The catalyst is C(Cl)(Cl)Cl.[Pd]. The product is [C:1]([C:9]1[C:10]2[CH:21]=[CH:20][CH:19]=[CH:18][C:11]=2[S:12][C:13]=1[NH:14][C:15](=[O:17])[CH3:16])(=[O:8])[C:2]1[CH:3]=[CH:4][CH:5]=[CH:6][CH:7]=1. The yield is 0.440. (8) The reactants are [Cl:1][C:2]1[C:9]([F:10])=[CH:8][CH:7]=[C:6]([O:11]C)[C:3]=1[CH:4]=[O:5].B(Br)(Br)Br. The catalyst is ClCCl. The product is [Cl:1][C:2]1[C:9]([F:10])=[CH:8][CH:7]=[C:6]([OH:11])[C:3]=1[CH:4]=[O:5]. The yield is 0.800. (9) The reactants are [N:1](OCCC(C)C)=O.[CH2:9]([O:11][C:12](=[O:35])[C@@H:13]([CH2:20][C:21]1[CH:26]=[C:25]([Br:27])[C:24]([NH2:28])=[C:23]([CH3:29])[C:22]=1[CH2:30][O:31][C:32](=[O:34])[CH3:33])[CH2:14][C:15]([O:17][CH2:18][CH3:19])=[O:16])[CH3:10].C([O-])(=O)C.[K+]. The catalyst is C(O)(=O)C.C1(C)C=CC=CC=1. The product is [CH2:9]([O:11][C:12](=[O:35])[C@@H:13]([CH2:20][C:21]1[C:22]([CH2:30][O:31][C:32](=[O:34])[CH3:33])=[C:23]2[C:24](=[C:25]([Br:27])[CH:26]=1)[NH:28][N:1]=[CH:29]2)[CH2:14][C:15]([O:17][CH2:18][CH3:19])=[O:16])[CH3:10]. The yield is 0.770. (10) The reactants are Br[C:2]1[CH:8]=[C:7]([N+:9]([O-:11])=[O:10])[C:6]([F:12])=[CH:5][C:3]=1[NH2:4].[CH3:13][C:14]([CH3:18])([CH3:17])[C:15]#[CH:16].CCN(CC)CC. The catalyst is C1(C)C=CC=CC=1.O.[Cu]I.Cl[Pd](Cl)([P](C1C=CC=CC=1)(C1C=CC=CC=1)C1C=CC=CC=1)[P](C1C=CC=CC=1)(C1C=CC=CC=1)C1C=CC=CC=1. The product is [CH3:13][C:14]([CH3:18])([CH3:17])[C:15]#[C:16][C:2]1[CH:8]=[C:7]([N+:9]([O-:11])=[O:10])[C:6]([F:12])=[CH:5][C:3]=1[NH2:4]. The yield is 0.460.